Regression. Given a peptide amino acid sequence and an MHC pseudo amino acid sequence, predict their binding affinity value. This is MHC class I binding data. From a dataset of Peptide-MHC class I binding affinity with 185,985 pairs from IEDB/IMGT. (1) The peptide sequence is LVSAGIRKV. The MHC is HLA-A11:01 with pseudo-sequence HLA-A11:01. The binding affinity (normalized) is 0. (2) The peptide sequence is RRGGRWILAI. The MHC is HLA-B27:05 with pseudo-sequence HLA-B27:05. The binding affinity (normalized) is 0.947. (3) The peptide sequence is MPGGYCLEKW. The MHC is Mamu-B17 with pseudo-sequence Mamu-B17. The binding affinity (normalized) is 0.673. (4) The MHC is HLA-A30:01 with pseudo-sequence HLA-A30:01. The binding affinity (normalized) is 0.277. The peptide sequence is KTGEKSRCY. (5) The peptide sequence is ISSGETRSF. The MHC is HLA-A02:19 with pseudo-sequence HLA-A02:19. The binding affinity (normalized) is 0.0847. (6) The peptide sequence is ETTNWLWTF. The MHC is HLA-B15:42 with pseudo-sequence HLA-B15:42. The binding affinity (normalized) is 0.213. (7) The peptide sequence is ALRRRTGTR. The MHC is HLA-A80:01 with pseudo-sequence HLA-A80:01. The binding affinity (normalized) is 0.0847. (8) The peptide sequence is LRQGYRPVF. The MHC is Mamu-A07 with pseudo-sequence Mamu-A07. The binding affinity (normalized) is 0.0420. (9) The peptide sequence is TSTLQEQIAW. The MHC is HLA-B54:01 with pseudo-sequence HLA-B54:01. The binding affinity (normalized) is 0.